This data is from Full USPTO retrosynthesis dataset with 1.9M reactions from patents (1976-2016). The task is: Predict the reactants needed to synthesize the given product. (1) Given the product [CH3:39][O:40][C:41](=[O:42])[NH:43][C@@H:44]([CH:48]([CH3:50])[CH3:49])[C:29]([N:22]1[CH2:23][C@@H:24]([O:26][CH2:27][CH3:28])[CH2:25][C@H:21]1[C:19]1[NH:18][C:17]2[C:36]3[C:13]([CH:14]=[CH:15][C:16]=2[N:20]=1)=[CH:12][C:11]1[C:5]2[C:6]([CH2:8][O:9][C:10]=1[CH:37]=3)=[CH:7][C:2]([Cl:1])=[CH:3][CH:4]=2)=[O:30], predict the reactants needed to synthesize it. The reactants are: [Cl:1][C:2]1[CH:7]=[C:6]2[CH2:8][O:9][C:10]3[CH:37]=[C:36]4[C:13]([CH:14]=[CH:15][C:16]5[N:20]=[C:19]([C@@H:21]6[CH2:25][C@H:24]([O:26][CH2:27][CH3:28])[CH2:23][N:22]6[C:29](OC(C)(C)C)=[O:30])[NH:18][C:17]=54)=[CH:12][C:11]=3[C:5]2=[CH:4][CH:3]=1.Cl.[CH3:39][O:40][C:41]([NH:43][C@@H:44]([CH:48]([CH3:50])[CH3:49])C(O)=O)=[O:42].CN(C(ON1N=NC2C=CC=NC1=2)=[N+](C)C)C.F[P-](F)(F)(F)(F)F.CCN(C(C)C)C(C)C. (2) Given the product [C:9]1([C:3]2[C:2]([NH2:1])=[CH:7][CH:6]=[CH:5][N:4]=2)[CH:14]=[CH:13][CH:12]=[CH:11][CH:10]=1, predict the reactants needed to synthesize it. The reactants are: [NH2:1][C:2]1[C:3](Cl)=[N:4][CH:5]=[CH:6][CH:7]=1.[C:9]1(B(O)O)[CH:14]=[CH:13][CH:12]=[CH:11][CH:10]=1.C(=O)([O-])[O-].[Na+].[Na+]. (3) Given the product [I:8][C:5]1[CH:6]=[CH:7][C:2]([NH:9][NH2:10])=[N:3][CH:4]=1, predict the reactants needed to synthesize it. The reactants are: Cl[C:2]1[CH:7]=[CH:6][C:5]([I:8])=[CH:4][N:3]=1.[NH2:9][NH2:10]. (4) Given the product [Cl:32][C:31]1[C:30]([O:33][CH3:34])=[CH:29][C:28]([O:35][CH3:36])=[C:27]([Cl:37])[C:26]=1[NH:25][C:23](=[O:24])[N:22]([C:18]1[CH:17]=[C:16]([NH:15][C:12]2[CH:13]=[CH:14][C:9]([OH:8])=[CH:10][CH:11]=2)[N:21]=[CH:20][N:19]=1)[CH3:38], predict the reactants needed to synthesize it. The reactants are: C([O:8][C:9]1[CH:14]=[CH:13][C:12]([NH:15][C:16]2[N:21]=[CH:20][N:19]=[C:18]([N:22]([CH3:38])[C:23]([NH:25][C:26]3[C:31]([Cl:32])=[C:30]([O:33][CH3:34])[CH:29]=[C:28]([O:35][CH3:36])[C:27]=3[Cl:37])=[O:24])[CH:17]=2)=[CH:11][CH:10]=1)C1C=CC=CC=1. (5) Given the product [C:14]([O:13][C:11]([N:8]1[C:4]2=[N:5][CH:6]=[CH:7][C:2]([Br:1])=[C:3]2[CH:10]=[CH:9]1)=[O:12])([CH3:17])([CH3:16])[CH3:15], predict the reactants needed to synthesize it. The reactants are: [Br:1][C:2]1[CH:7]=[CH:6][N:5]=[C:4]2[NH:8][CH:9]=[CH:10][C:3]=12.[C:11](O[C:11]([O:13][C:14]([CH3:17])([CH3:16])[CH3:15])=[O:12])([O:13][C:14]([CH3:17])([CH3:16])[CH3:15])=[O:12].C(N(CC)CC)C. (6) Given the product [Cl:31][C:30]1[C:25]2[N:24]=[C:23]([CH3:32])[N:22]([C:16]3[CH:17]=[C:18]([O:21][C:2]4[CH:3]=[C:4]([F:13])[CH:5]=[C:6]([S:8]([CH2:11][CH3:12])(=[O:10])=[O:9])[CH:7]=4)[CH:19]=[CH:20][C:15]=3[Cl:14])[C:26]=2[CH:27]=[CH:28][CH:29]=1, predict the reactants needed to synthesize it. The reactants are: F[C:2]1[CH:7]=[C:6]([S:8]([CH2:11][CH3:12])(=[O:10])=[O:9])[CH:5]=[C:4]([F:13])[CH:3]=1.[Cl:14][C:15]1[CH:20]=[CH:19][C:18]([OH:21])=[CH:17][C:16]=1[N:22]1[C:26]2[CH:27]=[CH:28][CH:29]=[C:30]([Cl:31])[C:25]=2[N:24]=[C:23]1[CH3:32].